This data is from Catalyst prediction with 721,799 reactions and 888 catalyst types from USPTO. The task is: Predict which catalyst facilitates the given reaction. (1) Reactant: C([O:3][C:4]([CH:6]1[CH2:11][CH2:10][CH:9]([NH:12][C:13]2[N:18]=[C:17]([N:19]3[C:27]4[C:22](=[C:23]([Br:28])[CH:24]=[CH:25][CH:26]=4)[CH:21]=[CH:20]3)[CH:16]=[CH:15][N:14]=2)[CH2:8][CH2:7]1)=[O:5])C.O[Li].O.C(O)(=O)CC(CC(O)=O)(C(O)=O)O. Product: [Br:28][C:23]1[CH:24]=[CH:25][CH:26]=[C:27]2[C:22]=1[CH:21]=[CH:20][N:19]2[C:17]1[CH:16]=[CH:15][N:14]=[C:13]([NH:12][CH:9]2[CH2:8][CH2:7][CH:6]([C:4]([OH:5])=[O:3])[CH2:11][CH2:10]2)[N:18]=1. The catalyst class is: 636. (2) Reactant: [Br:1][C:2]1[C:3]2[N:4]([C:9](C(O)=O)=[C:10]([S:12][CH3:13])[N:11]=2)[CH:5]=[C:6]([CH3:8])[CH:7]=1.C1(P(N=[N+]=[N-])(C2C=CC=CC=2)=[O:24])C=CC=CC=1.C([N:36]([CH2:39]C)CC)C.[C:41]([OH:45])([CH3:44])([CH3:43])[CH3:42]. Product: [Br:1][C:2]1[C:3]2[N:4]([C:9]([NH:36][C:39](=[O:24])[O:45][C:41]([CH3:44])([CH3:43])[CH3:42])=[C:10]([S:12][CH3:13])[N:11]=2)[CH:5]=[C:6]([CH3:8])[CH:7]=1. The catalyst class is: 11. (3) Reactant: [CH3:1][C:2]1[S:3][CH2:4][CH2:5][N:6]=1.C([Li])CCC.[Br:12][CH2:13][CH2:14][CH2:15][CH2:16][CH2:17][CH2:18][CH2:19]Br.Cl. Product: [Br:12][CH2:13][CH2:14][CH2:15][CH2:16][CH2:17][CH2:18][CH2:19][CH2:1][C:2]1[S:3][CH2:4][CH2:5][N:6]=1. The catalyst class is: 30. (4) Reactant: [N:1]1[CH:6]=[CH:5][C:4](/[CH:7]=[CH:8]/[C:9]2[CH:10]=[N:11][CH:12]=[C:13]([CH:19]=2)[C:14]([O:16]CC)=[O:15])=[CH:3][CH:2]=1.O[Li].O. Product: [N:1]1[CH:2]=[CH:3][C:4](/[CH:7]=[CH:8]/[C:9]2[CH:10]=[N:11][CH:12]=[C:13]([CH:19]=2)[C:14]([OH:16])=[O:15])=[CH:5][CH:6]=1. The catalyst class is: 20. (5) The catalyst class is: 6. Reactant: [Cl:1][C:2]1[C:3]([F:42])=[C:4]([C@@H:8]2[C@:12]([C:15]3[CH:20]=[CH:19][C:18]([Cl:21])=[CH:17][C:16]=3[F:22])([C:13]#[N:14])[C@H:11]([CH2:23][C:24]([CH3:27])([CH3:26])[CH3:25])[NH:10][C@H:9]2[C:28]([NH:30][C:31]2[CH:39]=[CH:38][C:34]([C:35]([OH:37])=[O:36])=[CH:33][C:32]=2[O:40][CH3:41])=[O:29])[CH:5]=[CH:6][CH:7]=1.Br[CH2:44][C:45]([O:47][C:48]([CH3:51])([CH3:50])[CH3:49])=[O:46].C(=O)([O-])[O-].[Cs+].[Cs+].CN(C)C=O. Product: [Cl:1][C:2]1[C:3]([F:42])=[C:4]([C@@H:8]2[C@:12]([C:15]3[CH:20]=[CH:19][C:18]([Cl:21])=[CH:17][C:16]=3[F:22])([C:13]#[N:14])[C@H:11]([CH2:23][C:24]([CH3:26])([CH3:27])[CH3:25])[NH:10][C@H:9]2[C:28]([NH:30][C:31]2[CH:39]=[CH:38][C:34]([C:35]([O:37][CH2:44][C:45]([O:47][C:48]([CH3:51])([CH3:50])[CH3:49])=[O:46])=[O:36])=[CH:33][C:32]=2[O:40][CH3:41])=[O:29])[CH:5]=[CH:6][CH:7]=1. (6) Product: [C:1]1([C:7]#[C:8][C:9]2[CH:14]=[CH:13][C:12]([B:25]([OH:26])[OH:24])=[CH:11][CH:10]=2)[CH:6]=[CH:5][CH:4]=[CH:3][CH:2]=1. The catalyst class is: 1. Reactant: [C:1]1([C:7]#[C:8][C:9]2[CH:14]=[CH:13][C:12](Br)=[CH:11][CH:10]=2)[CH:6]=[CH:5][CH:4]=[CH:3][CH:2]=1.N#N.C([Li])CCC.C[O:24][B:25](OC)[O:26]C.